Dataset: NCI-60 drug combinations with 297,098 pairs across 59 cell lines. Task: Regression. Given two drug SMILES strings and cell line genomic features, predict the synergy score measuring deviation from expected non-interaction effect. (1) Drug 1: CCC1=C2CN3C(=CC4=C(C3=O)COC(=O)C4(CC)O)C2=NC5=C1C=C(C=C5)O. Drug 2: CC12CCC3C(C1CCC2O)C(CC4=C3C=CC(=C4)O)CCCCCCCCCS(=O)CCCC(C(F)(F)F)(F)F. Cell line: KM12. Synergy scores: CSS=23.2, Synergy_ZIP=0.303, Synergy_Bliss=2.63, Synergy_Loewe=-81.1, Synergy_HSA=0.0476. (2) Drug 1: CS(=O)(=O)C1=CC(=C(C=C1)C(=O)NC2=CC(=C(C=C2)Cl)C3=CC=CC=N3)Cl. Drug 2: COC1=C2C(=CC3=C1OC=C3)C=CC(=O)O2. Cell line: HOP-92. Synergy scores: CSS=7.36, Synergy_ZIP=1.52, Synergy_Bliss=7.09, Synergy_Loewe=4.14, Synergy_HSA=4.37. (3) Drug 1: CN(C)C1=NC(=NC(=N1)N(C)C)N(C)C. Drug 2: CCCS(=O)(=O)NC1=C(C(=C(C=C1)F)C(=O)C2=CNC3=C2C=C(C=N3)C4=CC=C(C=C4)Cl)F. Cell line: M14. Synergy scores: CSS=14.2, Synergy_ZIP=-2.39, Synergy_Bliss=-12.7, Synergy_Loewe=-50.1, Synergy_HSA=-14.9.